The task is: Predict the reaction yield, written as a fraction of the theoretical maximum amount of product (1.0 means a 100% yield; for example, 0.34 means a 34% yield).. This data is from Reaction yield outcomes from USPTO patents with 853,638 reactions. (1) The reactants are [C:1]([N:8]1[CH2:16][CH2:15][CH:14]2[NH:17][CH:10]([CH2:11][CH2:12][CH2:13]2)[CH2:9]1)([O:3][C:4]([CH3:7])([CH3:6])[CH3:5])=[O:2].[C:18](O[C:18](=[O:21])[CH2:19][CH3:20])(=[O:21])[CH2:19][CH3:20].[OH-].[Na+]. The catalyst is ClCCl. The product is [C:1]([N:8]1[CH2:16][CH2:15][CH:14]2[N:17]([C:18](=[O:21])[CH2:19][CH3:20])[CH:10]([CH2:11][CH2:12][CH2:13]2)[CH2:9]1)([O:3][C:4]([CH3:7])([CH3:6])[CH3:5])=[O:2]. The yield is 0.760. (2) The reactants are [C:1]([C:5]1[CH:10]=[CH:9][C:8]([N+:11]([O-])=O)=[CH:7][C:6]=1[OH:14])([CH3:4])([CH3:3])[CH3:2].C([O-])=O.[NH4+]. The catalyst is CCO.[Pd]. The product is [C:1]([C:5]1[CH:10]=[CH:9][C:8]([NH2:11])=[CH:7][C:6]=1[OH:14])([CH3:4])([CH3:2])[CH3:3]. The yield is 0.870. (3) The reactants are Br[C:2]1[CH:3]=[C:4]([CH:8]=[C:9]([CH3:11])[CH:10]=1)[C:5]([OH:7])=[O:6].[F:12][C:13]1[CH:14]=[C:15](B(O)O)[CH:16]=[CH:17][CH:18]=1.C([O-])([O-])=O.[Na+].[Na+].CN(C=O)C. The catalyst is CCO.C1C=CC([P]([Pd]([P](C2C=CC=CC=2)(C2C=CC=CC=2)C2C=CC=CC=2)([P](C2C=CC=CC=2)(C2C=CC=CC=2)C2C=CC=CC=2)[P](C2C=CC=CC=2)(C2C=CC=CC=2)C2C=CC=CC=2)(C2C=CC=CC=2)C2C=CC=CC=2)=CC=1.O. The product is [F:12][C:13]1[CH:18]=[C:17]([C:2]2[CH:3]=[C:4]([CH:8]=[C:9]([CH3:11])[CH:10]=2)[C:5]([OH:7])=[O:6])[CH:16]=[CH:15][CH:14]=1. The yield is 0.620. (4) The reactants are [OH:1][CH2:2][CH2:3][CH2:4][CH2:5][NH:6][C:7](=[O:13])[O:8][C:9]([CH3:12])([CH3:11])[CH3:10].[N+:14]([C:17]1[CH:24]=[CH:23][CH:22]=[C:21]([N+]([O-])=O)[C:18]=1[C:19]#[N:20])([O-:16])=[O:15]. No catalyst specified. The product is [C:19]([C:18]1[C:17]([N+:14]([O-:16])=[O:15])=[CH:24][CH:23]=[CH:22][C:21]=1[O:1][CH2:2][CH2:3][CH2:4][CH2:5][NH:6][C:7](=[O:13])[O:8][C:9]([CH3:10])([CH3:12])[CH3:11])#[N:20]. The yield is 0.0700. (5) The reactants are Cl[C:2]1[CH:7]=[C:6]([Cl:8])[N:5]=[CH:4][N:3]=1.Cl.[CH3:10][O:11][C:12]1[CH:19]=[C:18]([O:20][CH3:21])[CH:17]=[C:16]([O:22][CH3:23])[C:13]=1[CH2:14][NH2:15].CCN(C(C)C)C(C)C.CCCCO. The catalyst is O. The product is [CH3:23][O:22][C:16]1[CH:17]=[C:18]([O:20][CH3:21])[CH:19]=[C:12]([O:11][CH3:10])[C:13]=1[CH2:14][NH:15][C:2]1[CH:7]=[C:6]([Cl:8])[N:5]=[CH:4][N:3]=1. The yield is 0.900. (6) The reactants are [Br:1][C:2]1[CH:3]=[C:4]2[C:9](=[CH:10][CH:11]=1)[N:8]=[C:7]([C:12]1[CH:17]=[CH:16][CH:15]=[C:14]([F:18])[CH:13]=1)[CH:6]=[C:5]2O.P(Cl)(Cl)([Cl:22])=O. The catalyst is O. The product is [Br:1][C:2]1[CH:3]=[C:4]2[C:9](=[CH:10][CH:11]=1)[N:8]=[C:7]([C:12]1[CH:17]=[CH:16][CH:15]=[C:14]([F:18])[CH:13]=1)[CH:6]=[C:5]2[Cl:22]. The yield is 0.840. (7) The reactants are Br[C:2]1[CH:3]=[C:4]([OH:8])[CH:5]=[N:6][CH:7]=1.[C:9]([Cu])#[N:10]. The catalyst is CN(C=O)C. The product is [OH:8][C:4]1[CH:5]=[N:6][CH:7]=[C:2]([CH:3]=1)[C:9]#[N:10]. The yield is 0.390.